The task is: Predict the reaction yield, written as a fraction of the theoretical maximum amount of product (1.0 means a 100% yield; for example, 0.34 means a 34% yield).. This data is from Reaction yield outcomes from USPTO patents with 853,638 reactions. (1) The reactants are C1C(=O)N([Br:8])C(=O)C1.Cl.[F:10][C:11]1[C:12]([NH2:17])=[N:13][CH:14]=[CH:15][CH:16]=1. The catalyst is C(#N)C. The product is [Br:8][C:15]1[CH:16]=[C:11]([F:10])[C:12]([NH2:17])=[N:13][CH:14]=1. The yield is 0.920. (2) The reactants are [Cl:1][C:2]1[N:7]=[CH:6][C:5]([C:8]2[CH:17]=[CH:16][C:11]3[N:12]=[C:13]([NH2:15])[S:14][C:10]=3[CH:9]=2)=[CH:4][C:3]=1[N:18]([CH3:20])[CH3:19].[CH3:21][S:22](Cl)(=[O:24])=[O:23].N1C=CC=CC=1.C(N)(=O)C. The product is [Cl:1][C:2]1[N:7]=[CH:6][C:5]([C:8]2[CH:17]=[CH:16][C:11]3[N:12]=[C:13]([NH:15][S:22]([CH3:21])(=[O:24])=[O:23])[S:14][C:10]=3[CH:9]=2)=[CH:4][C:3]=1[N:18]([CH3:20])[CH3:19]. The catalyst is C(Cl)Cl.O.CCN(CC)CC. The yield is 0.530. (3) The product is [C:1]([NH:8][C@H:9]([C:14]([NH2:19])=[O:16])[CH2:10][CH2:11][CH2:12][CH3:13])([O:3][C:4]([CH3:7])([CH3:6])[CH3:5])=[O:2]. The catalyst is ClCCl. The reactants are [C:1]([NH:8][C@H:9]([C:14]([OH:16])=O)[CH2:10][CH2:11][CH2:12][CH3:13])([O:3][C:4]([CH3:7])([CH3:6])[CH3:5])=[O:2].O.O[N:19]1C2C=CC=CC=2N=N1.C(Cl)CCl. The yield is 0.780. (4) The reactants are [C:1]([C:4]1[C:5]([OH:14])=[C:6]([C:9]([CH3:13])=[C:10]([Cl:12])[CH:11]=1)[C:7]#[N:8])(=[O:3])[CH3:2].C(N(CC)CC)C.[F:22][C:23]([F:36])([F:35])[S:24](O[S:24]([C:23]([F:36])([F:35])[F:22])(=[O:26])=[O:25])(=[O:26])=[O:25]. The catalyst is C(Cl)Cl. The product is [F:22][C:23]([F:36])([F:35])[S:24]([O:14][C:5]1[C:4]([C:1](=[O:3])[CH3:2])=[CH:11][C:10]([Cl:12])=[C:9]([CH3:13])[C:6]=1[C:7]#[N:8])(=[O:26])=[O:25]. The yield is 0.420.